This data is from Forward reaction prediction with 1.9M reactions from USPTO patents (1976-2016). The task is: Predict the product of the given reaction. Given the reactants [N+:1]([C:4]1[CH:5]=[CH:6][C:7]2[O:12][CH2:11][C@H:10]([CH2:13][O:14][S:15]([C:18]3[CH:23]=[CH:22][C:21]([CH3:24])=[CH:20][CH:19]=3)(=[O:17])=[O:16])[O:9][C:8]=2[C:25]=1[CH:26]=[CH:27][CH:28]=O)([O-])=O.O, predict the reaction product. The product is: [O:9]1[C:8]2=[C:25]3[C:4](=[CH:5][CH:6]=[C:7]2[O:12][CH2:11][CH:10]1[CH2:13][O:14][S:15]([C:18]1[CH:23]=[CH:22][C:21]([CH3:24])=[CH:20][CH:19]=1)(=[O:17])=[O:16])[N:1]=[CH:28][CH:27]=[CH:26]3.